This data is from Full USPTO retrosynthesis dataset with 1.9M reactions from patents (1976-2016). The task is: Predict the reactants needed to synthesize the given product. (1) Given the product [CH3:1][N:2]1[CH2:8][CH:7]2[CH2:9][CH:3]1[CH2:4][N:5]([C:10]1[N:11]=[N:12][C:13]([C:16]3[CH:21]=[CH:20][CH:19]=[CH:18][CH:17]=3)=[CH:14][CH:15]=1)[CH2:6]2.[CH3:33][C:23]1[CH:28]=[CH:27][C:26]([S:29]([OH:32])(=[O:31])=[O:30])=[CH:25][CH:24]=1, predict the reactants needed to synthesize it. The reactants are: [CH3:1][N:2]1[CH2:8][CH:7]2[CH2:9][CH:3]1[CH2:4][N:5]([C:10]1[N:11]=[N:12][C:13]([C:16]3[CH:21]=[CH:20][CH:19]=[CH:18][CH:17]=3)=[CH:14][CH:15]=1)[CH2:6]2.O.[C:23]1([CH3:33])[CH:28]=[CH:27][C:26]([S:29]([OH:32])(=[O:31])=[O:30])=[CH:25][CH:24]=1. (2) Given the product [Br:4][C:5]1[CH:10]=[CH:9][C:8]([Cl:11])=[CH:7][C:6]=1[NH2:12], predict the reactants needed to synthesize it. The reactants are: [Sn](Cl)Cl.[Br:4][C:5]1[CH:10]=[CH:9][C:8]([Cl:11])=[CH:7][C:6]=1[N+:12]([O-])=O. (3) Given the product [CH3:1][O:2][C:3]1[CH:4]=[CH:5][C:6]([CH2:9][CH2:10][CH2:11][NH:13][C:14]2[C:15]3[CH:23]=[C:22]([CH3:24])[S:21][C:16]=3[N:17]=[C:18]([CH3:20])[N:19]=2)=[CH:7][CH:8]=1, predict the reactants needed to synthesize it. The reactants are: [CH3:1][O:2][C:3]1[CH:8]=[CH:7][C:6]([CH2:9][CH2:10][C:11]([NH:13][C:14]2[C:15]3[CH:23]=[C:22]([CH3:24])[S:21][C:16]=3[N:17]=[C:18]([CH3:20])[N:19]=2)=O)=[CH:5][CH:4]=1.[H-].[Al+3].[Li+].[H-].[H-].[H-]. (4) Given the product [CH3:17][C:15]1[N:16]=[C:12]([C:10]2[C:9](=[O:18])[NH:8][C:7](=[O:19])[N:6]([CH2:5][CH2:4][CH:3]=[O:2])[CH:11]=2)[S:13][CH:14]=1, predict the reactants needed to synthesize it. The reactants are: C[O:2][CH:3](OC)[CH2:4][CH2:5][N:6]1[CH:11]=[C:10]([C:12]2[S:13][CH:14]=[C:15]([CH3:17])[N:16]=2)[C:9](=[O:18])[NH:8][C:7]1=[O:19].Cl. (5) Given the product [C:9]([O-:11])(=[O:10])[CH2:8][CH2:2][CH3:3].[Ca+2:20].[OH:1][C@H:2]([CH2:8][C:9](=[O:10])[O-:11])[CH2:3][N+:4]([CH3:7])([CH3:5])[CH3:6].[C:12]([O-:17])(=[O:16])[CH2:13][CH2:14][CH3:15], predict the reactants needed to synthesize it. The reactants are: [OH:1][C@H:2]([CH2:8][C:9](=[O:11])[O-:10])[CH2:3][N+:4]([CH3:7])([CH3:6])[CH3:5].[C:12]([OH:17])(=[O:16])[CH2:13][CH2:14][CH3:15].O.[OH-].[Ca+2:20].[OH-].